This data is from Full USPTO retrosynthesis dataset with 1.9M reactions from patents (1976-2016). The task is: Predict the reactants needed to synthesize the given product. (1) Given the product [ClH:48].[CH3:1][N:2]([C:24]1[S:25][C:26]([CH2:35][CH2:36][C:37]([OH:39])=[O:38])=[C:27]([C:29]2[CH:30]=[CH:31][CH:32]=[CH:33][CH:34]=2)[N:28]=1)[CH2:3][C:4]1[CH:9]=[CH:8][C:7]([O:10][CH2:11][C:12]2[N:13]=[C:14]([C:18]3[CH:23]=[CH:22][CH:21]=[CH:20][CH:19]=3)[O:15][C:16]=2[CH3:17])=[CH:6][CH:5]=1, predict the reactants needed to synthesize it. The reactants are: [CH3:1][N:2]([C:24]1[S:25][C:26]([CH2:35][CH2:36][C:37]([O:39]C)=[O:38])=[C:27]([C:29]2[CH:34]=[CH:33][CH:32]=[CH:31][CH:30]=2)[N:28]=1)[CH2:3][C:4]1[CH:9]=[CH:8][C:7]([O:10][CH2:11][C:12]2[N:13]=[C:14]([C:18]3[CH:23]=[CH:22][CH:21]=[CH:20][CH:19]=3)[O:15][C:16]=2[CH3:17])=[CH:6][CH:5]=1.[OH-].[Na+].O1CCCC1.[ClH:48]. (2) Given the product [F:1][C:2]1[C:10]([CH2:11][S:12]([CH3:13])=[O:53])=[C:9]2[C:5]([C:6]([CH:14]([C:19]3[CH:20]=[CH:21][C:22]([C:25]([F:28])([F:26])[F:27])=[CH:23][CH:24]=3)[CH2:15][CH2:16][C:17]#[N:18])=[CH:7][NH:8]2)=[CH:4][CH:3]=1, predict the reactants needed to synthesize it. The reactants are: [F:1][C:2]1[C:10]([CH2:11][S:12][CH3:13])=[C:9]2[C:5]([C:6]([CH:14]([C:19]3[CH:24]=[CH:23][C:22]([C:25]([F:28])([F:27])[F:26])=[CH:21][CH:20]=3)[CH2:15][CH2:16][C:17]#[N:18])=[CH:7][NH:8]2)=[CH:4][CH:3]=1.ClC1C=CC(C(C2C3C(=C(CS(C)=[O:53])C(F)=CC=3)NC=2)CCC#N)=CC=1. (3) The reactants are: Cl[C:2]([O:4][CH2:5][C:6]([Cl:9])([Cl:8])[Cl:7])=[O:3].[C:10]([C:14]1[CH:15]=[C:16]([NH2:33])[N:17]([C:19]2[CH:24]=[CH:23][C:22]([F:25])=[C:21]([CH2:26][N:27]3[CH2:32][CH2:31][O:30][CH2:29][CH2:28]3)[CH:20]=2)[N:18]=1)([CH3:13])([CH3:12])[CH3:11].CCN(C(C)C)C(C)C. Given the product [Cl:7][C:6]([Cl:9])([Cl:8])[CH2:5][O:4][C:2](=[O:3])[NH:33][C:16]1[N:17]([C:19]2[CH:24]=[CH:23][C:22]([F:25])=[C:21]([CH2:26][N:27]3[CH2:32][CH2:31][O:30][CH2:29][CH2:28]3)[CH:20]=2)[N:18]=[C:14]([C:10]([CH3:13])([CH3:12])[CH3:11])[CH:15]=1, predict the reactants needed to synthesize it. (4) Given the product [CH2:7]([N:9]1[C:25](=[O:26])[C:24]([OH:30])=[C:13]([C:14]2[CH:19]=[CH:18][C:17]([C:20]([F:23])([F:21])[F:22])=[CH:16][CH:15]=2)[S:10]1(=[O:11])=[O:12])[CH3:8], predict the reactants needed to synthesize it. The reactants are: CC(C)([O-])C.[K+].[CH2:7]([NH:9][S:10]([CH2:13][C:14]1[CH:19]=[CH:18][C:17]([C:20]([F:23])([F:22])[F:21])=[CH:16][CH:15]=1)(=[O:12])=[O:11])[CH3:8].[C:24](OCC)(=[O:30])[C:25](OCC)=[O:26].Cl.